From a dataset of Catalyst prediction with 721,799 reactions and 888 catalyst types from USPTO. Predict which catalyst facilitates the given reaction. (1) Reactant: CN[C@@H]1CCCC[C@H]1NC.CN[C@@H]1CCCC[C@H]1NC.I[C:22]1[C:23](=[O:48])[NH:24][C:25](=[O:47])[N:26]([CH2:28][CH2:29][CH2:30][N:31]2[CH2:36][C@H:35]3[C@:33]([C:37]4[CH:42]=[CH:41][C:40]([C:43]([F:46])([F:45])[F:44])=[CH:39][CH:38]=4)([CH2:34]3)[CH2:32]2)[CH:27]=1.C([O-])([O-])=O.[K+].[K+].[NH:55]1[CH:59]=[CH:58][C:57]([C:60]#[N:61])=[N:56]1. Product: [O:47]=[C:25]1[NH:24][C:23](=[O:48])[C:22]([N:55]2[CH:59]=[CH:58][C:57]([C:60]#[N:61])=[N:56]2)=[CH:27][N:26]1[CH2:28][CH2:29][CH2:30][N:31]1[CH2:36][C@H:35]2[C@:33]([C:37]3[CH:42]=[CH:41][C:40]([C:43]([F:46])([F:45])[F:44])=[CH:39][CH:38]=3)([CH2:34]2)[CH2:32]1. The catalyst class is: 432. (2) Reactant: Br[C:2]1[CH:3]=[C:4]([CH:25]=[CH:26][N:27]=1)[C:5]([NH:7][C:8]1[S:9][C:10]2[C:16]([CH:17]3[CH2:22][O:21][CH2:20][CH2:19][O:18]3)=[CH:15][CH:14]=[C:13]([O:23][CH3:24])[C:11]=2[N:12]=1)=[O:6].C([Sn](CCCC)(CCCC)[C:33]1[CH2:34][CH2:35][O:36][CH2:37][CH:38]=1)CCC.C1(P(C2C=CC=CC=2)C2C=CC=CC=2)C=CC=CC=1.[Cl-].[Li+].C(C1C=C(C)C=C(C(C)(C)C)C=1O)(C)(C)C. Product: [O:36]1[CH2:35][CH:34]=[C:33]([C:2]2[CH:3]=[C:4]([CH:25]=[CH:26][N:27]=2)[C:5]([NH:7][C:8]2[S:9][C:10]3[C:16]([CH:17]4[CH2:22][O:21][CH2:20][CH2:19][O:18]4)=[CH:15][CH:14]=[C:13]([O:23][CH3:24])[C:11]=3[N:12]=2)=[O:6])[CH2:38][CH2:37]1. The catalyst class is: 233.